From a dataset of Catalyst prediction with 721,799 reactions and 888 catalyst types from USPTO. Predict which catalyst facilitates the given reaction. (1) Reactant: [F:1][C:2]1[CH:3]=[C:4]([C:9]#[C:10][Si](C)(C)C)[C:5]([NH2:8])=[N:6][CH:7]=1.C([O-])([O-])=O.[K+].[K+]. Product: [C:9]([C:4]1[C:5]([NH2:8])=[N:6][CH:7]=[C:2]([F:1])[CH:3]=1)#[CH:10]. The catalyst class is: 5. (2) Reactant: [C:1]([O:5][C:6]([N:8]1[CH2:12][C@H:11]([F:13])[CH2:10][C@H:9]1[C:14]([OH:16])=O)=[O:7])([CH3:4])([CH3:3])[CH3:2].Cl.[NH2:18][CH2:19][C:20]1[CH:25]=[C:24]([C:26]2[CH:31]=[CH:30][C:29]([C:32]([F:35])([F:34])[F:33])=[CH:28][CH:27]=2)[N:23]=[CH:22][C:21]=1[C:36]([O:38][CH3:39])=[O:37].CN(C(ON1N=NC2C=CC=NC1=2)=[N+](C)C)C.F[P-](F)(F)(F)(F)F.CCN(C(C)C)C(C)C. Product: [C:1]([O:5][C:6]([N:8]1[CH2:12][C@H:11]([F:13])[CH2:10][C@H:9]1[C:14]([NH:18][CH2:19][C:20]1[CH:25]=[C:24]([C:26]2[CH:27]=[CH:28][C:29]([C:32]([F:34])([F:35])[F:33])=[CH:30][CH:31]=2)[N:23]=[CH:22][C:21]=1[C:36]([O:38][CH3:39])=[O:37])=[O:16])=[O:7])([CH3:2])([CH3:3])[CH3:4]. The catalyst class is: 7. (3) Reactant: [OH:1][C:2]1[C:11]2[C:6](=[CH:7][C:8]([C:12]([F:15])([F:14])[F:13])=[CH:9][CH:10]=2)[N:5]=[CH:4][C:3]=1[C:16]([O:18]CC)=[O:17].[OH-].[Na+]. Product: [OH:1][C:2]1[C:11]2[C:6](=[CH:7][C:8]([C:12]([F:15])([F:13])[F:14])=[CH:9][CH:10]=2)[N:5]=[CH:4][C:3]=1[C:16]([OH:18])=[O:17]. The catalyst class is: 5.